Dataset: Reaction yield outcomes from USPTO patents with 853,638 reactions. Task: Predict the reaction yield, written as a fraction of the theoretical maximum amount of product (1.0 means a 100% yield; for example, 0.34 means a 34% yield). The reactants are [OH-].[Na+].[NH2:3][C:4]1[CH:13]=[CH:12][C:7]([C:8]([O:10]C)=[O:9])=[CH:6][C:5]=1[Cl:14].Cl. The catalyst is CO. The product is [NH2:3][C:4]1[CH:13]=[CH:12][C:7]([C:8]([OH:10])=[O:9])=[CH:6][C:5]=1[Cl:14]. The yield is 0.946.